Dataset: Forward reaction prediction with 1.9M reactions from USPTO patents (1976-2016). Task: Predict the product of the given reaction. (1) Given the reactants [CH3:1][Mg]I.[C@@H:4]1([N:11]2[CH:19]=[N:18][C:17]3[C:12]2=[N:13][C:14]([O:21][CH:22]2[CH2:26][CH2:25][CH2:24][CH2:23]2)=[N:15][C:16]=3[NH2:20])[O:9][C@H:8]([CH3:10])[C@H:6]2[O:7][C@@H:5]12, predict the reaction product. The product is: [CH:22]1([O:21][C:14]2[N:13]=[C:12]3[C:17]([N:18]=[CH:19][N:11]3[C@@H:4]3[O:9][C@H:8]([CH3:10])[C@H:6]([CH3:1])[C@H:5]3[OH:7])=[C:16]([NH2:20])[N:15]=2)[CH2:23][CH2:24][CH2:25][CH2:26]1. (2) Given the reactants [CH3:1][O:2][C@@H:3]1[CH2:8][CH2:7][C@H:6]([N:9]2[C:18]3[C:13](=[N:14][CH:15]=[C:16]([C:19]4[C:20]([CH3:36])=[N:21][C:22]([C:25]5[N:29](C6CCCCO6)[CH:28]=[N:27][N:26]=5)=[CH:23][CH:24]=4)[N:17]=3)[NH:12][C:11](=[O:37])[CH2:10]2)[CH2:5][CH2:4]1.CO[C@@H]1CC[C@H](N2C3C(=NC=C([Sn](C)(C)C)N=3)NC(=O)C2)CC1.BrC1C(C)=NC(C2N=CN(C3CCCCO3)N=2)=CC=1.C1(C)C=CC=CC=1P(C1C=CC=CC=1C)C1C=CC=CC=1C.C(N(CC)CC)C, predict the reaction product. The product is: [CH3:1][O:2][C@@H:3]1[CH2:8][CH2:7][C@H:6]([N:9]2[C:18]3[C:13](=[N:14][CH:15]=[C:16]([C:19]4[C:20]([CH3:36])=[N:21][C:22]([C:25]5[NH:29][CH:28]=[N:27][N:26]=5)=[CH:23][CH:24]=4)[N:17]=3)[NH:12][C:11](=[O:37])[CH2:10]2)[CH2:5][CH2:4]1. (3) Given the reactants [C:1]([O:5][C:6](=[O:20])[NH:7][CH2:8][CH2:9][CH2:10][CH2:11][C@H:12]([NH:15][CH2:16][CH:17]([CH3:19])[CH3:18])[CH2:13][OH:14])([CH3:4])([CH3:3])[CH3:2].C(N(CC)CC)C.[C:28]([C:30]1[CH:35]=[CH:34][C:33]([S:36](Cl)(=[O:38])=[O:37])=[CH:32][CH:31]=1)#[N:29], predict the reaction product. The product is: [C:1]([O:5][C:6](=[O:20])[NH:7][CH2:8][CH2:9][CH2:10][CH2:11][C@H:12]([N:15]([S:36]([C:33]1[CH:32]=[CH:31][C:30]([C:28]#[N:29])=[CH:35][CH:34]=1)(=[O:38])=[O:37])[CH2:16][CH:17]([CH3:18])[CH3:19])[CH2:13][OH:14])([CH3:4])([CH3:3])[CH3:2]. (4) Given the reactants [O:1]=[C:2]1[C:7]2[C:8]([C:11]3[CH:12]=[C:13]([C:16]([NH2:18])=[O:17])[S:14][CH:15]=3)=[N:9][NH:10][C:6]=2[CH:5]=[CH:4][NH:3]1.[H-].[Na+].CC1C=CC(S(O[CH:32]([CH2:36][CH3:37])[CH2:33][O:34][CH3:35])(=O)=O)=CC=1, predict the reaction product. The product is: [CH3:35][O:34][CH2:33][CH:32]([N:10]1[C:6]2[CH:5]=[CH:4][NH:3][C:2](=[O:1])[C:7]=2[C:8]([C:11]2[CH:12]=[C:13]([C:16]([NH2:18])=[O:17])[S:14][CH:15]=2)=[N:9]1)[CH2:36][CH3:37]. (5) Given the reactants [CH2:1]([O:8][C:9]1[CH:10]=[C:11]2[C:16](=[CH:17][C:18]=1[O:19][CH3:20])[CH:15](/[CH:21]=[CH:22]/[C:23]1[CH:28]=[C:27]([O:29][CH2:30][C:31]3[CH:36]=[CH:35][CH:34]=[CH:33][CH:32]=3)[C:26]([O:37][CH3:38])=[CH:25][C:24]=1[CH3:39])[NH:14][CH2:13][CH2:12]2)[C:2]1[CH:7]=[CH:6][CH:5]=[CH:4][CH:3]=1.[C:40](O)(=[O:47])[C:41]1[CH:46]=[CH:45][CH:44]=[N:43][CH:42]=1.CCN(C(C)C)C(C)C.CN(C(ON1N=NC2C=CC=NC1=2)=[N+](C)C)C.F[P-](F)(F)(F)(F)F, predict the reaction product. The product is: [CH2:1]([O:8][C:9]1[CH:10]=[C:11]2[C:16](=[CH:17][C:18]=1[O:19][CH3:20])[CH:15](/[CH:21]=[CH:22]/[C:23]1[CH:28]=[C:27]([O:29][CH2:30][C:31]3[CH:32]=[CH:33][CH:34]=[CH:35][CH:36]=3)[C:26]([O:37][CH3:38])=[CH:25][C:24]=1[CH3:39])[N:14]([C:40]([C:41]1[CH:42]=[N:43][CH:44]=[CH:45][CH:46]=1)=[O:47])[CH2:13][CH2:12]2)[C:2]1[CH:7]=[CH:6][CH:5]=[CH:4][CH:3]=1. (6) Given the reactants [OH:1][C:2]1[CH:7]=[CH:6][C:5]([NH:8][C:9](=[O:30])/[C:10](/[C:20]2[CH:25]=[CH:24][C:23]([O:26]COC)=[CH:22][CH:21]=2)=[C:11](/[C:14]2[CH:19]=[CH:18][CH:17]=[CH:16][CH:15]=2)\[CH2:12][CH3:13])=[CH:4][CH:3]=1.Cl.O, predict the reaction product. The product is: [OH:1][C:2]1[CH:3]=[CH:4][C:5]([NH:8][C:9](=[O:30])/[C:10](/[C:20]2[CH:21]=[CH:22][C:23]([OH:26])=[CH:24][CH:25]=2)=[C:11](/[C:14]2[CH:19]=[CH:18][CH:17]=[CH:16][CH:15]=2)\[CH2:12][CH3:13])=[CH:6][CH:7]=1. (7) Given the reactants Br[C:2]1[CH:7]=[CH:6][C:5]([O:8][CH3:9])=[CH:4][C:3]=1[N+:10]([O-:12])=[O:11].CC1(C)C(C)(C)OB([C:21]2[CH:26]=[CH:25][C:24]([O:27][CH3:28])=[CH:23][CH:22]=2)O1.C(=O)([O-])[O-].[K+].[K+], predict the reaction product. The product is: [CH3:9][O:8][C:5]1[CH:6]=[CH:7][C:2]([C:21]2[CH:26]=[CH:25][C:24]([O:27][CH3:28])=[CH:23][CH:22]=2)=[C:3]([N+:10]([O-:12])=[O:11])[CH:4]=1. (8) Given the reactants Cl[CH2:2][CH2:3][NH:4][C:5]([NH:7][CH:8]([C:11]1[CH:16]=[CH:15][CH:14]=[CH:13][CH:12]=1)[C:9]#[CH:10])=[O:6].C(=O)([O-])[O-].[Na+].[Na+], predict the reaction product. The product is: [NH3:4].[O:6]1[CH2:2][CH2:3][N:4]=[C:5]1[NH:7][CH:8]([C:11]1[CH:16]=[CH:15][CH:14]=[CH:13][CH:12]=1)[C:9]#[CH:10]. (9) Given the reactants [OH:1][C:2]1[CH:9]=[CH:8][CH:7]=[C:6]([O:10][CH3:11])[C:3]=1[CH:4]=O.[C:12](O[C:12](=[O:15])[CH2:13][CH3:14])(=[O:15])[CH2:13][CH3:14].C([O-])([O-])=O.[K+].[K+].O, predict the reaction product. The product is: [CH3:14][C:13]1[C:12](=[O:15])[O:1][C:2]2[C:3]([CH:4]=1)=[C:6]([O:10][CH3:11])[CH:7]=[CH:8][CH:9]=2.